Dataset: Forward reaction prediction with 1.9M reactions from USPTO patents (1976-2016). Task: Predict the product of the given reaction. (1) Given the reactants [CH2:1]([O:3][C:4](=[O:17])[C:5]1[CH:10]=[C:9]([O:11][C:12]([F:15])([F:14])[F:13])[CH:8]=[C:7](Br)[CH:6]=1)[CH3:2].[C:18]([O:22][C:23](=[O:30])[NH:24][C@H:25]1[CH2:29][CH2:28][NH:27][CH2:26]1)([CH3:21])([CH3:20])[CH3:19], predict the reaction product. The product is: [CH2:1]([O:3][C:4](=[O:17])[C:5]1[CH:10]=[C:9]([O:11][C:12]([F:15])([F:14])[F:13])[CH:8]=[C:7]([N:27]2[CH2:28][CH2:29][C@H:25]([NH:24][C:23]([O:22][C:18]([CH3:21])([CH3:20])[CH3:19])=[O:30])[CH2:26]2)[CH:6]=1)[CH3:2]. (2) Given the reactants [CH3:1][C:2]1[CH:7]=[C:6]([N+:8]([O-:10])=[O:9])[C:5](Cl)=[CH:4][C:3]=1[OH:12].[C:13]([NH:16][C:17]1[CH:22]=[CH:21][C:20]([SH:23])=[CH:19][CH:18]=1)(=[O:15])[CH3:14].C(=O)([O-])[O-].[Cs+].[Cs+], predict the reaction product. The product is: [OH:12][C:3]1[C:2]([CH3:1])=[CH:7][C:6]([N+:8]([O-:10])=[O:9])=[C:5]([S:23][C:20]2[CH:19]=[CH:18][C:17]([NH:16][C:13](=[O:15])[CH3:14])=[CH:22][CH:21]=2)[CH:4]=1. (3) The product is: [OH:20][C@@H:21]1[CH2:25][CH2:24][CH2:23][C@H:22]1[NH:26][C:3]1[S:4]/[C:5](=[CH:9]\[C:10]2[CH:11]=[C:12]3[C:17](=[CH:18][CH:19]=2)[N:16]=[CH:15][CH:14]=[CH:13]3)/[C:6](=[O:8])[N:7]=1. Given the reactants CS[C:3]1[S:4]/[C:5](=[CH:9]\[C:10]2[CH:11]=[C:12]3[C:17](=[CH:18][CH:19]=2)[N:16]=[CH:15][CH:14]=[CH:13]3)/[C:6](=[O:8])[N:7]=1.[OH:20][C@@H:21]1[CH2:25][CH2:24][CH2:23][C@H:22]1[NH2:26].CCN(C(C)C)C(C)C, predict the reaction product. (4) Given the reactants [CH2:1]([O:3][C:4]([C:6]1[O:10][N:9]=[C:8]([C:11](C2C=CC=CC=2)(C2C=CC=CC=2)[PH2]=O)[CH:7]=1)=[O:5])[CH3:2].[Li]CCCC.[CH2:31]([C:35]1[C:39]([CH:40]=O)=[C:38]([CH3:42])[O:37][N:36]=1)[CH2:32][CH2:33][CH3:34], predict the reaction product. The product is: [CH2:1]([O:3][C:4]([C:6]1[O:10][N:9]=[C:8](/[CH:11]=[CH:40]/[C:39]2[C:35]([CH2:31][CH2:32][CH2:33][CH3:34])=[N:36][O:37][C:38]=2[CH3:42])[CH:7]=1)=[O:5])[CH3:2]. (5) The product is: [C:1]([C:5]1[CH:6]=[CH:7][C:8]([C:11]2[C:12]3[N:13]([CH:21]=[N:22][CH:23]=3)[CH2:14][CH2:15][CH2:16][C:17]=2[C:18]([NH:29][C:28]2[CH:30]=[CH:31][C:25]([Cl:24])=[CH:26][CH:27]=2)=[O:20])=[CH:9][CH:10]=1)([CH3:3])([CH3:2])[CH3:4]. Given the reactants [C:1]([C:5]1[CH:10]=[CH:9][C:8]([C:11]2[C:12]3[N:13]([CH:21]=[N:22][CH:23]=3)[CH2:14][CH2:15][CH2:16][C:17]=2[C:18]([OH:20])=O)=[CH:7][CH:6]=1)([CH3:4])([CH3:3])[CH3:2].[Cl:24][C:25]1[CH:31]=[CH:30][C:28]([NH2:29])=[CH:27][CH:26]=1, predict the reaction product. (6) The product is: [CH2:1]([CH:3]1[C:4](=[O:11])[C:5]([CH3:9])([CH3:10])[CH2:6][CH2:7][CH2:8]1)[CH3:2]. Given the reactants [CH2:1]([C:3]1(C(OCC)=O)[CH2:8][CH2:7][CH2:6][C:5]([CH3:10])([CH3:9])[C:4]1=[O:11])[CH3:2].[OH-].[K+], predict the reaction product.